Predict which catalyst facilitates the given reaction. From a dataset of Catalyst prediction with 721,799 reactions and 888 catalyst types from USPTO. (1) Reactant: [C:1]([C:5]1[CH:6]=[C:7](/[CH:11]=[CH:12]/[C:13]([O:15][CH2:16][CH3:17])=[O:14])[CH:8]=[CH:9][CH:10]=1)(=O)[CH2:2][CH3:3].C1C=CC(P(C2C=CC=CC=2)C2C=CC=CC=2)=CC=1.[C:37](Br)(Br)([Br:39])[Br:38]. Product: [Br:38][C:37]([Br:39])=[C:1]([C:5]1[CH:6]=[C:7](/[CH:11]=[CH:12]/[C:13]([O:15][CH2:16][CH3:17])=[O:14])[CH:8]=[CH:9][CH:10]=1)[CH2:2][CH3:3]. The catalyst class is: 2. (2) Reactant: [C:1]([Cl:5])(Cl)(Cl)[Cl:2].C1(P(C2C=CC=CC=2)C2C=CC=CC=2)C=CC=CC=1.[F:25][C:26]([F:41])([F:40])[C:27]1[CH:32]=[CH:31][C:30]([C:33](=O)[C:34]([O:36][CH2:37][CH3:38])=[O:35])=[CH:29][CH:28]=1. Product: [Cl:2][C:1]([Cl:5])=[C:33]([C:30]1[CH:31]=[CH:32][C:27]([C:26]([F:25])([F:41])[F:40])=[CH:28][CH:29]=1)[C:34]([O:36][CH2:37][CH3:38])=[O:35]. The catalyst class is: 4.